Dataset: Reaction yield outcomes from USPTO patents with 853,638 reactions. Task: Predict the reaction yield, written as a fraction of the theoretical maximum amount of product (1.0 means a 100% yield; for example, 0.34 means a 34% yield). (1) The reactants are [Cl:1][C:2]1[CH:10]=[C:6]([C:7](O)=[O:8])[C:5]([N:11]([CH3:22])[S:12]([C:15]2[CH:20]=[CH:19][C:18]([CH3:21])=[CH:17][CH:16]=2)(=[O:14])=[O:13])=[CH:4][CH:3]=1.[N:23]1C=CC=CC=1.ClC(OC(C)C)=O.N. The catalyst is C(#N)C.C(OCC)C. The product is [Cl:1][C:2]1[CH:3]=[CH:4][C:5]([N:11]([CH3:22])[S:12]([C:15]2[CH:20]=[CH:19][C:18]([CH3:21])=[CH:17][CH:16]=2)(=[O:14])=[O:13])=[C:6]([C:7](=[O:8])[NH2:23])[CH:10]=1. The yield is 0.340. (2) The reactants are CON(C)[C:4]([C@@H:6]1[C@@H:10]([C:11]2[CH:16]=[CH:15][C:14]([F:17])=[C:13]([F:18])[CH:12]=2)[CH2:9][N:8]([CH2:19][C:20]2[CH:25]=[CH:24][CH:23]=[CH:22][CH:21]=2)[CH2:7]1)=[O:5].[H-].[Al+3].[Li+].[H-].[H-].[H-]. The catalyst is C1COCC1. The product is [CH2:19]([N:8]1[CH2:9][C@H:10]([C:11]2[CH:16]=[CH:15][C:14]([F:17])=[C:13]([F:18])[CH:12]=2)[C@@H:6]([CH:4]=[O:5])[CH2:7]1)[C:20]1[CH:21]=[CH:22][CH:23]=[CH:24][CH:25]=1. The yield is 0.990. (3) The reactants are Cl.[C:2]([S:21][CH2:22][CH2:23][NH2:24])([C:15]1[CH:20]=[CH:19][CH:18]=[CH:17][CH:16]=1)([C:9]1[CH:14]=[CH:13][CH:12]=[CH:11][CH:10]=1)[C:3]1[CH:8]=[CH:7][CH:6]=[CH:5][CH:4]=1.[CH3:25][C:26]1[CH:27]=[C:28]2[C:32](=[C:33]([NH:35][S:36]([C:39]3[S:40][CH:41]=[CH:42][CH:43]=3)(=[O:38])=[O:37])[CH:34]=1)[NH:31][C:30]([C:44](O)=[O:45])=[CH:29]2.N1(O)C2C=CC=CC=2N=N1.Cl.CN(C)CCCN=C=NCC. The catalyst is C(OCC)(=O)C.CN(C)C=O.C(N(CC)CC)C. The product is [CH3:25][C:26]1[CH:27]=[C:28]2[C:32](=[C:33]([NH:35][S:36]([C:39]3[S:40][CH:41]=[CH:42][CH:43]=3)(=[O:38])=[O:37])[CH:34]=1)[NH:31][C:30]([C:44]([NH:24][CH2:23][CH2:22][S:21][C:2]([C:9]1[CH:14]=[CH:13][CH:12]=[CH:11][CH:10]=1)([C:15]1[CH:16]=[CH:17][CH:18]=[CH:19][CH:20]=1)[C:3]1[CH:8]=[CH:7][CH:6]=[CH:5][CH:4]=1)=[O:45])=[CH:29]2. The yield is 0.950.